Dataset: Aqueous solubility values for 9,982 compounds from the AqSolDB database. Task: Regression/Classification. Given a drug SMILES string, predict its absorption, distribution, metabolism, or excretion properties. Task type varies by dataset: regression for continuous measurements (e.g., permeability, clearance, half-life) or binary classification for categorical outcomes (e.g., BBB penetration, CYP inhibition). For this dataset (solubility_aqsoldb), we predict Y. (1) The compound is COc1ccc(O)c(C(C)(C)C)c1. The Y is -2.93 log mol/L. (2) The compound is C=C(Br)CC1(C(C)CC)C(=O)NC(=O)NC1=O. The Y is -2.65 log mol/L.